From a dataset of Reaction yield outcomes from USPTO patents with 853,638 reactions. Predict the reaction yield, written as a fraction of the theoretical maximum amount of product (1.0 means a 100% yield; for example, 0.34 means a 34% yield). (1) The reactants are [CH:1]1[C:11]2[CH:10]([OH:12])[C:9]3[CH:13]=[CH:14][CH:15]=[CH:16][C:8]=3[CH2:7][O:6][C:5]=2[CH:4]=[CH:3][CH:2]=1.[H-].[Na+].[C:19]([O:23]C(=O)CBr)(C)(C)[CH3:20].[H-].[Al+3].[Li+].[H-].[H-].[H-]. The catalyst is C1COCC1.CCOCC. The product is [CH:1]1[C:11]2[CH:10]([O:12][CH2:20][CH2:19][OH:23])[C:9]3[CH:13]=[CH:14][CH:15]=[CH:16][C:8]=3[CH2:7][O:6][C:5]=2[CH:4]=[CH:3][CH:2]=1. The yield is 0.210. (2) The reactants are [Br:1][C:2]1[CH:3]=[C:4]2[C:9](=[CH:10][CH:11]=1)[CH:8]([OH:12])[CH2:7][CH2:6][CH2:5]2.[C:13]1(O)[CH:18]=[CH:17][CH:16]=[CH:15][CH:14]=1.C1(P(C2C=CC=CC=2)C2C=CC=CC=2)C=CC=CC=1.N(C(OC(C)C)=O)=NC(OC(C)C)=O. The catalyst is O1CCCC1. The product is [Br:1][C:2]1[CH:3]=[C:4]2[C:9](=[CH:10][CH:11]=1)[CH:8]([O:12][C:13]1[CH:18]=[CH:17][CH:16]=[CH:15][CH:14]=1)[CH2:7][CH2:6][CH2:5]2. The yield is 0.800. (3) The reactants are C([O:5][C:6]([C:8]1[C:16]2[C:11](=[CH:12][C:13]([C:17]3(O)[CH2:22][CH2:21][O:20][CH2:19][CH2:18]3)=[CH:14][CH:15]=2)[NH:10][N:9]=1)=[O:7])(C)(C)C.C([SiH](CC)CC)C.ClCCl. The catalyst is FC(F)(F)C(O)=O. The product is [O:20]1[CH2:21][CH2:22][CH:17]([C:13]2[CH:12]=[C:11]3[C:16]([C:8]([C:6]([OH:7])=[O:5])=[N:9][NH:10]3)=[CH:15][CH:14]=2)[CH2:18][CH2:19]1. The yield is 0.600. (4) The reactants are C(NC(C)C)(C)C.C([Li])CCC.[C:13](#[N:15])[CH3:14].C(O[C:19](=O)[C:20]1C=CC=C[C:21]=1[F:26])C.[CH2:28]1[CH2:32][O:31][CH2:30][CH2:29]1. No catalyst specified. The product is [F:26][C:21]1[CH:30]=[CH:29][C:28]([C:32](=[O:31])[CH2:14][C:13]#[N:15])=[CH:19][CH:20]=1. The yield is 0.720. (5) The reactants are [C:1]1(=[O:11])[C:9]2[C:4](=[CH:5][CH:6]=[CH:7][CH:8]=2)[C:3](=[O:10])O1.[CH2:12]([O:14][CH:15]([O:20][CH2:21][CH3:22])[CH2:16][CH2:17][CH2:18][NH2:19])[CH3:13]. The catalyst is C1(C)C=CC=CC=1. The product is [CH2:21]([O:20][CH:15]([O:14][CH2:12][CH3:13])[CH2:16][CH2:17][CH2:18][N:19]1[C:3](=[O:10])[C:4]2[C:9](=[CH:8][CH:7]=[CH:6][CH:5]=2)[C:1]1=[O:11])[CH3:22]. The yield is 1.00. (6) The reactants are [Br:1][C:2]1[S:6][C:5]([S:7](Cl)(=[O:9])=[O:8])=[CH:4][CH:3]=1.C(N(CC)CC)C.[C:18]([NH:25][CH2:26][CH2:27][NH2:28])([O:20][C:21]([CH3:24])([CH3:23])[CH3:22])=[O:19]. The catalyst is C1COCC1. The product is [C:21]([O:20][C:18](=[O:19])[NH:25][CH2:26][CH2:27][NH:28][S:7]([C:5]1[S:6][C:2]([Br:1])=[CH:3][CH:4]=1)(=[O:9])=[O:8])([CH3:24])([CH3:22])[CH3:23]. The yield is 0.960. (7) The reactants are [CH2:1]([O:3][C:4]([C:6]1[C:7]2[O:14][C:13]([C:15](=[O:19])[N:16]([CH3:18])[CH3:17])=[C:12]([OH:20])[C:8]=2[CH:9]=[N:10][CH:11]=1)=[O:5])[CH3:2].N1C=CC=CC=1.[F:27][C:28]([F:41])([F:40])[S:29](O[S:29]([C:28]([F:41])([F:40])[F:27])(=[O:31])=[O:30])(=[O:31])=[O:30]. The catalyst is ClCCl. The product is [CH2:1]([O:3][C:4]([C:6]1[C:7]2[O:14][C:13]([C:15](=[O:19])[N:16]([CH3:17])[CH3:18])=[C:12]([O:20][S:29]([C:28]([F:41])([F:40])[F:27])(=[O:31])=[O:30])[C:8]=2[CH:9]=[N:10][CH:11]=1)=[O:5])[CH3:2]. The yield is 0.220. (8) The yield is 0.700. The catalyst is C(O)C. The reactants are [CH2:1]([O:3][C:4](=[O:12])[C:5]1[CH:10]=[CH:9][C:8]([NH2:11])=[CH:7][CH:6]=1)[CH3:2].[Br:13][C:14]1[CH:21]=[CH:20][C:17]([CH:18]=O)=[CH:16][CH:15]=1. The product is [CH2:1]([O:3][C:4](=[O:12])[C:5]1[CH:10]=[CH:9][C:8]([N:11]=[CH:18][C:17]2[CH:20]=[CH:21][C:14]([Br:13])=[CH:15][CH:16]=2)=[CH:7][CH:6]=1)[CH3:2]. (9) The reactants are C(N(CC)C(C)C)(C)C.[OH:10][C:11]1[CH:21]=[CH:20][CH:19]=[C:13]2[C:14]([O:16][C:17](=[O:18])[C:12]=12)=[O:15].[CH3:22][O:23][CH2:24]Cl. The catalyst is ClC(Cl)C. The product is [CH3:22][O:23][CH2:24][O:10][C:11]1[CH:21]=[CH:20][CH:19]=[C:13]2[C:14]([O:16][C:17](=[O:18])[C:12]=12)=[O:15]. The yield is 0.990.